This data is from Experimentally validated miRNA-target interactions with 360,000+ pairs, plus equal number of negative samples. The task is: Binary Classification. Given a miRNA mature sequence and a target amino acid sequence, predict their likelihood of interaction. The miRNA is hsa-miR-5696 with sequence CUCAUUUAAGUAGUCUGAUGCC. The protein sequence of the target gene is MDTSSVGGLELTDQTPVLLGSTAMATSLTNVGNSFSGPANPLVSRSNKFQNSSVEDDDDVVFIEPVQPPPPSVPVVADQRTITFTSSKNEELQGNDSKITPSSKELASQKGSVSETIVIDDEEDMETNQGQEKNSSNFIERRPPETKNRTNDVDFSTSSFSRSKVNAGMGNSGITTEPDSEIQIANVTTLETGVSSVNDGQLENTDGRDMNLMITHVTSLQNTNLGDVSNGLQSSNFGVNIQTYTPSLTSQTKTGVGPFNPGRMNVAGDVFQNGESATHHNPDSWISQSASFPRNQKQPG.... Result: 1 (interaction).